This data is from Reaction yield outcomes from USPTO patents with 853,638 reactions. The task is: Predict the reaction yield, written as a fraction of the theoretical maximum amount of product (1.0 means a 100% yield; for example, 0.34 means a 34% yield). The reactants are [Al+3].[Cl-].[Cl-].[Cl-].[O:5]1[C:9](=[O:10])[CH:8]=[CH:7][C:6]1=[O:11].[Cl:12][C:13]1[CH:18]=[CH:17][CH:16]=[CH:15][C:14]=1[Cl:19].Cl. The catalyst is CCCCCC. The product is [Cl:12][C:13]1[CH:18]=[C:17]([C:9](=[O:10])/[CH:8]=[CH:7]/[C:6]([OH:5])=[O:11])[CH:16]=[CH:15][C:14]=1[Cl:19]. The yield is 0.800.